Dataset: Reaction yield outcomes from USPTO patents with 853,638 reactions. Task: Predict the reaction yield, written as a fraction of the theoretical maximum amount of product (1.0 means a 100% yield; for example, 0.34 means a 34% yield). (1) The reactants are [CH2:1]([N:3]([CH2:14][CH3:15])[CH2:4][CH2:5][O:6][C:7]1[CH:12]=[CH:11][C:10]([NH2:13])=[CH:9][CH:8]=1)[CH3:2].[F:16][C:17]1[CH:25]=[C:24]2[C:20]([C:21](=[CH:27]O)[C:22](=[O:26])[NH:23]2)=[CH:19][CH:18]=1. No catalyst specified. The product is [CH2:14]([N:3]([CH2:1][CH3:2])[CH2:4][CH2:5][O:6][C:7]1[CH:8]=[CH:9][C:10]([NH:13][CH:27]=[C:21]2[C:20]3[C:24](=[CH:25][C:17]([F:16])=[CH:18][CH:19]=3)[NH:23][C:22]2=[O:26])=[CH:11][CH:12]=1)[CH3:15]. The yield is 0.390. (2) The yield is 0.940. The product is [Cl:1][CH2:2][C:3]1[CH:8]=[CH:7][CH:6]=[CH:5][C:4]=1[S:9]([CH2:10][CH3:11])(=[O:12])=[O:18]. The reactants are [Cl:1][CH2:2][C:3]1[CH:8]=[CH:7][CH:6]=[CH:5][C:4]=1[S:9][CH2:10][CH3:11].[OH:12]OS([O-])=O.[K+].[OH2:18]. The catalyst is CO. (3) The reactants are [N:1]1[C:10]2[C:5](=[CH:6][CH:7]=[CH:8][C:9]=2[S:11]([N:14]2[CH2:21][C:20]3[CH:22]=[CH:23][CH:24]=[CH:25][C:19]=3[CH2:18][O:17][CH2:16][C@H:15]2[CH2:26][C:27]([OH:29])=O)(=[O:13])=[O:12])[CH:4]=[CH:3][CH:2]=1.[C:30]([NH:33][NH2:34])(=[O:32])[CH3:31].C(N(CC)CC)C. The catalyst is O=S(Cl)Cl.C(Cl)Cl.O. The product is [C:30]([NH:33][NH:34][C:27](=[O:29])[CH2:26][C@H:15]1[N:14]([S:11]([C:9]2[CH:8]=[CH:7][CH:6]=[C:5]3[C:10]=2[N:1]=[CH:2][CH:3]=[CH:4]3)(=[O:13])=[O:12])[CH2:21][C:20]2[CH:22]=[CH:23][CH:24]=[CH:25][C:19]=2[CH2:18][O:17][CH2:16]1)(=[O:32])[CH3:31]. The yield is 0.850. (4) The reactants are [Cl:1][C:2]1[CH:7]=[CH:6][N:5]=[C:4]2[CH:8]=[C:9]([C:11]([OH:13])=O)[S:10][C:3]=12.[Li].Cl.[CH3:16][O:17][C:18](=[O:23])[C@H:19]([CH2:21][OH:22])[NH2:20].CCN(CC)CC. The catalyst is O=S(Cl)Cl. The product is [Cl:1][C:2]1[CH:7]=[CH:6][N:5]=[C:4]2[CH:8]=[C:9]([C:11]([NH:20][C@H:19]([C:18]([O:17][CH3:16])=[O:23])[CH2:21][OH:22])=[O:13])[S:10][C:3]=12. The yield is 0.540.